This data is from Forward reaction prediction with 1.9M reactions from USPTO patents (1976-2016). The task is: Predict the product of the given reaction. (1) Given the reactants [Br:1][C:2]1[C:3]([C:8]([OH:10])=O)=[N:4][CH:5]=[N:6][CH:7]=1.C1C=CC2N(O)N=[N:17][C:15]=2C=1.C(Cl)CCl.Cl.CN.C(N(C(C)C)C(C)C)C, predict the reaction product. The product is: [Br:1][C:2]1[C:3]([C:8]([NH:17][CH3:15])=[O:10])=[N:4][CH:5]=[N:6][CH:7]=1. (2) Given the reactants [Br:1][C:2]1[CH:10]=[C:9]2[C:5]([CH2:6][CH2:7][C:8]2=[O:11])=[CH:4][CH:3]=1.[H-].[Na+].I[CH2:15][CH2:16][CH:17]=[CH2:18], predict the reaction product. The product is: [Br:1][C:2]1[CH:10]=[C:9]2[C:5]([CH2:6][C:7]([CH2:4][CH2:3][CH:2]=[CH2:10])([CH2:15][CH2:16][CH:17]=[CH2:18])[C:8]2=[O:11])=[CH:4][CH:3]=1. (3) Given the reactants [Cl:1][CH2:2][CH2:3][C:4]([C:6]1[CH:11]=[CH:10][CH:9]=[CH:8][CH:7]=1)=[O:5].[NH4+].[Cl-].[CH2:14](Br)[CH:15]=[CH2:16], predict the reaction product. The product is: [Cl:1][CH2:2][CH2:3][C:4]([C:6]1[CH:11]=[CH:10][CH:9]=[CH:8][CH:7]=1)([OH:5])[CH2:16][CH:15]=[CH2:14]. (4) Given the reactants COC(=O)C1C=CC=C([C:10]2[CH:11]=[C:12](C(S(C)(=O)=O)(C)C)[CH:13]=[C:14]3[C:19]=2[N:18]=[CH:17][CH:16]=[CH:15]3)C=1.[Li+].[OH-], predict the reaction product. The product is: [N:18]1[C:19]2[C:14](=[CH:13][CH:12]=[CH:11][CH:10]=2)[CH:15]=[CH:16][CH:17]=1. (5) Given the reactants [CH:1]1([C@H:4]([NH:8]C(=O)[O-])[CH2:5][O:6][CH3:7])[CH2:3][CH2:2]1.[ClH:12], predict the reaction product. The product is: [ClH:12].[CH:1]1([C@H:4]([NH2:8])[CH2:5][O:6][CH3:7])[CH2:3][CH2:2]1. (6) Given the reactants Br[C:2]1[C:10]2[N:9]3[CH2:11][CH2:12][NH:13][C:14](=[O:15])[C:8]3=[C:7]([CH3:16])[C:6]=2[CH:5]=[C:4]([F:17])[CH:3]=1.[F:18][C:19]1[C:24]([F:25])=[C:23]([F:26])[CH:22]=[CH:21][C:20]=1B(O)O, predict the reaction product. The product is: [F:17][C:4]1[CH:3]=[C:2]([C:22]2[CH:21]=[CH:20][C:19]([F:18])=[C:24]([F:25])[C:23]=2[F:26])[C:10]2[N:9]3[CH2:11][CH2:12][NH:13][C:14](=[O:15])[C:8]3=[C:7]([CH3:16])[C:6]=2[CH:5]=1. (7) Given the reactants [CH3:1][C:2]([CH3:20])([CH3:19])[C@@H:3]([NH:11]C(=O)OC(C)(C)C)[C:4](=[O:10])[N:5]1[CH2:9][CH2:8][CH2:7][CH2:6]1.CO.[ClH:23], predict the reaction product. The product is: [ClH:23].[NH2:11][C@H:3]([C:2]([CH3:20])([CH3:19])[CH3:1])[C:4]([N:5]1[CH2:9][CH2:8][CH2:7][CH2:6]1)=[O:10].